Dataset: Forward reaction prediction with 1.9M reactions from USPTO patents (1976-2016). Task: Predict the product of the given reaction. (1) Given the reactants [C:1]1([N:7]([C:27]2[CH:32]=[CH:31][CH:30]=[CH:29][CH:28]=2)[C:8]2[CH:13]=[CH:12][C:11]([C:14]3[CH:19]=[CH:18][C:17]([C:20]4[CH:25]=[CH:24][N:23]=[C:22]([NH2:26])[N:21]=4)=[CH:16][CH:15]=3)=[CH:10][CH:9]=2)[CH:6]=[CH:5][CH:4]=[CH:3][CH:2]=1.Br[C:34]1[CH:39]=[CH:38][CH:37]=[CH:36][CH:35]=1.CC1(C)C2C(=C(P(C3C=CC=CC=3)C3C=CC=CC=3)C=CC=2)OC2C(P(C3C=CC=CC=3)C3C=CC=CC=3)=CC=CC1=2.CC(C)([O-])C.[Na+], predict the reaction product. The product is: [C:27]1([N:7]([C:1]2[CH:2]=[CH:3][CH:4]=[CH:5][CH:6]=2)[C:8]2[CH:9]=[CH:10][C:11]([C:14]3[CH:19]=[CH:18][C:17]([C:20]4[CH:25]=[CH:24][N:23]=[C:22]([NH:26][C:34]5[CH:39]=[CH:38][CH:37]=[CH:36][CH:35]=5)[N:21]=4)=[CH:16][CH:15]=3)=[CH:12][CH:13]=2)[CH:28]=[CH:29][CH:30]=[CH:31][CH:32]=1. (2) Given the reactants [I:1][C:2]1[CH:7]=[CH:6][C:5]([CH:8]([C:16]2[C:21]([C:22]([F:25])([F:24])[F:23])=[CH:20][CH:19]=[CH:18][N:17]=2)[NH:9]S(C(C)(C)C)=O)=[CH:4][CH:3]=1.Cl, predict the reaction product. The product is: [I:1][C:2]1[CH:3]=[CH:4][C:5]([CH:8]([C:16]2[C:21]([C:22]([F:25])([F:23])[F:24])=[CH:20][CH:19]=[CH:18][N:17]=2)[NH2:9])=[CH:6][CH:7]=1. (3) Given the reactants [OH-].[Na+].CO.[C:5]1([C:11]2[CH:16]=[C:15]([C:17]([O:19]C)=[O:18])[CH:14]=[C:13]([C:21]3[NH:25][N:24]=[N:23][N:22]=3)[N:12]=2)[CH:10]=[CH:9][CH:8]=[CH:7][CH:6]=1.Cl, predict the reaction product. The product is: [C:5]1([C:11]2[CH:16]=[C:15]([C:17]([OH:19])=[O:18])[CH:14]=[C:13]([C:21]3[NH:25][N:24]=[N:23][N:22]=3)[N:12]=2)[CH:6]=[CH:7][CH:8]=[CH:9][CH:10]=1. (4) Given the reactants [H-].[Na+].[C:3]([C:5]1[C:10]([C:11]2[NH:15][CH:14]=[C:13]([CH2:16][N:17]([CH3:25])[C:18](=[O:24])[O:19][C:20]([CH3:23])([CH3:22])[CH3:21])[C:12]=2[F:26])=[CH:9][CH:8]=[CH:7][N:6]=1)#[N:4].C1OCCOCCOCCOCCOC1.[N:42]1[CH:47]=[CH:46][CH:45]=[C:44]([S:48](Cl)(=[O:50])=[O:49])[CH:43]=1, predict the reaction product. The product is: [C:3]([C:5]1[C:10]([C:11]2[N:15]([S:48]([C:44]3[CH:43]=[N:42][CH:47]=[CH:46][CH:45]=3)(=[O:50])=[O:49])[CH:14]=[C:13]([CH2:16][N:17]([CH3:25])[C:18](=[O:24])[O:19][C:20]([CH3:22])([CH3:23])[CH3:21])[C:12]=2[F:26])=[CH:9][CH:8]=[CH:7][N:6]=1)#[N:4]. (5) Given the reactants [F:1][C:2]1[CH:3]=[C:4]([CH2:19][OH:20])[CH:5]=[CH:6][C:7]=1[O:8][C:9]1[CH:14]=[CH:13][N:12]=[C:11]([C:15]([F:18])([F:17])[F:16])[CH:10]=1.C(OC([N:28]1[C:36]2[N:31]([C:32](=[O:38])[N:33]=[C:34](Cl)[CH:35]=2)[CH2:30][C:29]1([CH3:40])[CH3:39])=O)(C)(C)C, predict the reaction product. The product is: [F:1][C:2]1[CH:3]=[C:4]([CH:5]=[CH:6][C:7]=1[O:8][C:9]1[CH:14]=[CH:13][N:12]=[C:11]([C:15]([F:16])([F:17])[F:18])[CH:10]=1)[CH2:19][O:20][C:34]1[CH:35]=[C:36]2[NH:28][C:29]([CH3:40])([CH3:39])[CH2:30][N:31]2[C:32](=[O:38])[N:33]=1. (6) Given the reactants [F:1][C:2]([F:12])([F:11])[O:3][C:4]1[CH:9]=[CH:8][CH:7]=[CH:6][C:5]=1[OH:10].[CH3:13]I, predict the reaction product. The product is: [F:1][C:2]([F:11])([F:12])[O:3][C:4]1[CH:9]=[CH:8][CH:7]=[CH:6][C:5]=1[O:10][CH3:13]. (7) Given the reactants [C:1]([NH:4][CH2:5][C@@H:6]1[O:10][C:9](=[O:11])[N:8]([C:12]2[CH:17]=[CH:16][C:15]([NH2:18])=[C:14]([F:19])[CH:13]=2)[CH2:7]1)(=O)[CH3:2].COC1C=CC(P2(SP(C3C=CC(OC)=CC=3)(=S)S2)=[S:29])=CC=1, predict the reaction product. The product is: [C:1]([NH:4][CH2:5][C@@H:6]1[O:10][C:9](=[O:11])[N:8]([C:12]2[CH:17]=[CH:16][C:15]([NH2:18])=[C:14]([F:19])[CH:13]=2)[CH2:7]1)(=[S:29])[CH3:2]. (8) Given the reactants [Br:1][C:2]1[CH:7]=[CH:6][C:5]([CH:8]([CH2:11][C:12]2[CH:17]=[CH:16][C:15]([O:18][CH2:19][CH2:20][O:21][C:22]3[C:27]([Cl:28])=[CH:26][C:25]([CH3:29])=[CH:24][C:23]=3[Cl:30])=[CH:14][CH:13]=2)[C:9]#[N:10])=[C:4]([CH3:31])[CH:3]=1.[BH4-].[Na+].Cl.C(N(C(C)C)CC)(C)C.[C:44](O[C:44]([O:46][C:47]([CH3:50])([CH3:49])[CH3:48])=[O:45])([O:46][C:47]([CH3:50])([CH3:49])[CH3:48])=[O:45], predict the reaction product. The product is: [Br:1][C:2]1[CH:7]=[CH:6][C:5]([CH:8]([CH2:11][C:12]2[CH:17]=[CH:16][C:15]([O:18][CH2:19][CH2:20][O:21][C:22]3[C:27]([Cl:28])=[CH:26][C:25]([CH3:29])=[CH:24][C:23]=3[Cl:30])=[CH:14][CH:13]=2)[CH2:9][NH:10][C:44](=[O:45])[O:46][C:47]([CH3:50])([CH3:49])[CH3:48])=[C:4]([CH3:31])[CH:3]=1. (9) The product is: [Cl:1][C:2]1[C:3]([C:24]#[N:25])=[C:4]2[CH:22]=[N:9][CH2:8][CH2:7][O:6][C:5]2=[C:17]([CH:19]([OH:21])[CH3:20])[CH:18]=1. Given the reactants [Cl:1][C:2]1[CH:18]=[C:17]([CH:19]([OH:21])[CH3:20])[C:5]([O:6][CH2:7][CH2:8][NH:9]C(=O)OC(C)(C)C)=[C:4]([CH:22]=O)[C:3]=1[C:24]#[N:25].Cl, predict the reaction product.